From a dataset of Reaction yield outcomes from USPTO patents with 853,638 reactions. Predict the reaction yield, written as a fraction of the theoretical maximum amount of product (1.0 means a 100% yield; for example, 0.34 means a 34% yield). The reactants are [NH2:1][C:2]1[C:13]([CH3:14])=[C:12]([CH3:15])[C:5]2[C:6](=[O:11])[C:7]([CH3:10])([CH3:9])[O:8][C:4]=2[C:3]=1[CH3:16].[CH:17](O)=[O:18]. No catalyst specified. The product is [CH3:10][C:7]1([CH3:9])[C:6](=[O:11])[C:5]2[C:12]([CH3:15])=[C:13]([CH3:14])[C:2]([NH:1][CH:17]=[O:18])=[C:3]([CH3:16])[C:4]=2[O:8]1. The yield is 0.810.